From a dataset of Reaction yield outcomes from USPTO patents with 853,638 reactions. Predict the reaction yield, written as a fraction of the theoretical maximum amount of product (1.0 means a 100% yield; for example, 0.34 means a 34% yield). (1) The reactants are [OH:1][C:2]1[CH:3]=[C:4]([C:12]([O:14][CH3:15])=[O:13])[CH:5]=[C:6]([CH:11]=1)[C:7]([O:9][CH3:10])=[O:8].C(=O)([O-])[O-].[K+].[K+].[CH2:22](Br)[CH:23]=[CH2:24]. The catalyst is CC(C)=O. The product is [CH2:24]([O:1][C:2]1[CH:11]=[C:6]([C:7]([O:9][CH3:10])=[O:8])[CH:5]=[C:4]([CH:3]=1)[C:12]([O:14][CH3:15])=[O:13])[CH:23]=[CH2:22]. The yield is 0.840. (2) The reactants are [CH:1]1([C:5]2[N:6]=[C:7]([NH:10][C:11]([C:13]3[CH:24]=[CH:23][N:16]4[C:17](=[O:22])[CH2:18][C:19](=O)[N:20]=[C:15]4[CH:14]=3)=[O:12])[S:8][CH:9]=2)[CH2:4][CH2:3][CH2:2]1.P(Cl)(OC1C=CC=CC=1)(OC1C=CC=CC=1)=O.C(N(C(C)C)CC)(C)C.[OH:51][CH:52]1[CH2:57][CH2:56][CH2:55][NH:54][CH2:53]1.C(=O)([O-])O.[Na+]. The catalyst is CN(C)C=O.C(#N)C. The product is [CH:1]1([C:5]2[N:6]=[C:7]([NH:10][C:11]([C:13]3[CH:24]=[CH:23][N:16]4[C:17](=[O:22])[CH:18]=[C:19]([N:54]5[CH2:55][CH2:56][CH2:57][CH:52]([OH:51])[CH2:53]5)[N:20]=[C:15]4[CH:14]=3)=[O:12])[S:8][CH:9]=2)[CH2:4][CH2:3][CH2:2]1. The yield is 0.690. (3) The catalyst is C(#N)C. The yield is 0.310. The product is [CH3:1][O:2][C:3]1[CH:16]=[C:15]([O:17][CH3:18])[CH:14]=[CH:13][C:4]=1[CH2:5][N:6]([C:7]1[CH:12]=[CH:11][N:10]=[CH:9][N:8]=1)[S:28]([C:21]1[CH:22]=[CH:23][C:24]([F:27])=[C:25]([F:26])[C:20]=1[F:19])(=[O:30])=[O:29]. The reactants are [CH3:1][O:2][C:3]1[CH:16]=[C:15]([O:17][CH3:18])[CH:14]=[CH:13][C:4]=1[CH2:5][NH:6][C:7]1[CH:12]=[CH:11][N:10]=[CH:9][N:8]=1.[F:19][C:20]1[C:25]([F:26])=[C:24]([F:27])[CH:23]=[CH:22][C:21]=1[S:28](Cl)(=[O:30])=[O:29].N12CCN(CC1)CC2. (4) The reactants are [C:1]1([CH2:7][C:8]([C:22]2[CH:27]=[CH:26][CH:25]=[C:24]([O:28][C:29]([F:32])([F:31])[F:30])[CH:23]=2)([C:11]2[CH:16]=[CH:15][CH:14]=[C:13]([O:17][C:18]([F:21])([F:20])[F:19])[CH:12]=2)[CH2:9][NH2:10])[CH:6]=[CH:5][CH:4]=[CH:3][CH:2]=1.C([O-])([O-])=O.[K+].[K+].[C:39](Cl)(=[O:50])[O:40][C:41]1[CH:46]=[CH:45][C:44]([N+:47]([O-:49])=[O:48])=[CH:43][CH:42]=1. The catalyst is C(Cl)Cl. The product is [N+:47]([C:44]1[CH:43]=[CH:42][C:41]([O:40][C:39](=[O:50])[NH:10][CH2:9][C:8]([C:11]2[CH:16]=[CH:15][CH:14]=[C:13]([O:17][C:18]([F:21])([F:20])[F:19])[CH:12]=2)([C:22]2[CH:27]=[CH:26][CH:25]=[C:24]([O:28][C:29]([F:30])([F:31])[F:32])[CH:23]=2)[CH2:7][C:1]2[CH:6]=[CH:5][CH:4]=[CH:3][CH:2]=2)=[CH:46][CH:45]=1)([O-:49])=[O:48]. The yield is 0.810. (5) The reactants are N12CCCN=C1CCCCC2.[Cl:12][C:13]1[CH:18]=[CH:17][C:16]([C:19](=[CH2:24])[C:20]([O:22][CH3:23])=[O:21])=[CH:15][CH:14]=1.[N+:25]([CH:28]([CH3:30])[CH3:29])([O-:27])=[O:26]. The catalyst is CC#N. The product is [Cl:12][C:13]1[CH:14]=[CH:15][C:16]([CH:19]([CH2:24][C:28]([CH3:30])([N+:25]([O-:27])=[O:26])[CH3:29])[C:20]([O:22][CH3:23])=[O:21])=[CH:17][CH:18]=1. The yield is 0.987. (6) The catalyst is C1(C)C=CC=CC=1.C1OCCOCCOCCOCCOCCOC1. The yield is 0.460. The reactants are [Cl:1][C:2]1[CH:7]=[CH:6][C:5]([NH:8][C:9]2[N:14]=[C:13](Cl)[N:12]=[C:11]([Cl:16])[N:10]=2)=[CH:4][CH:3]=1.C(=O)([O-])[O-].[K+].[K+].[NH2:23][C:24]1[CH:29]=[CH:28][CH:27]=[CH:26][CH:25]=1.C(OCC)(=O)C. The product is [Cl:16][C:11]1[N:10]=[C:9]([NH:8][C:5]2[CH:4]=[CH:3][C:2]([Cl:1])=[CH:7][CH:6]=2)[N:14]=[C:13]([NH:23][C:24]2[CH:29]=[CH:28][CH:27]=[CH:26][CH:25]=2)[N:12]=1. (7) The reactants are [CH3:1][C:2]1[CH:3]=[C:4]([S:16][CH:17]([C:29]2[S:33][C:32]([C:34]3[CH:39]=[CH:38][C:37]([C:40]([F:43])([F:42])[F:41])=[CH:36][CH:35]=3)=[N:31][C:30]=2[CH3:44])[CH2:18][CH2:19][CH2:20][CH2:21][CH2:22][C:23]2[CH:28]=[CH:27][CH:26]=[CH:25][CH:24]=2)[CH:5]=[CH:6][C:7]=1[O:8][Si](C(C)(C)C)(C)C.[F-].C([N+](CCCC)(CCCC)CCCC)CCC. The catalyst is O1CCCC1. The product is [F:43][C:40]([F:41])([F:42])[C:37]1[CH:38]=[CH:39][C:34]([C:32]2[S:33][C:29]([CH:17]([S:16][C:4]3[CH:5]=[CH:6][C:7]([OH:8])=[C:2]([CH3:1])[CH:3]=3)[CH2:18][CH2:19][CH2:20][CH2:21][CH2:22][C:23]3[CH:28]=[CH:27][CH:26]=[CH:25][CH:24]=3)=[C:30]([CH3:44])[N:31]=2)=[CH:35][CH:36]=1. The yield is 0.940. (8) The reactants are C(N1C=CN=C1)(N1C=CN=C1)=O.[CH:13]1([C:19]2[C:20]3[CH:21]=[CH:22][C:23]([C:43]([OH:45])=O)=[CH:24][C:25]=3[N:26]3[CH2:32][C:31]([C:33]([O:35][CH3:36])=[O:34])=[CH:30][C:29]4[CH:37]=[C:38]([O:41][CH3:42])[CH:39]=[CH:40][C:28]=4[C:27]=23)[CH2:18][CH2:17][CH2:16][CH2:15][CH2:14]1.[CH3:46][CH:47]([S:49]([NH2:52])(=[O:51])=[O:50])[CH3:48].C1CCN2C(=NCCC2)CC1. The catalyst is C1COCC1.CCOC(C)=O. The product is [CH:13]1([C:19]2[C:20]3[CH:21]=[CH:22][C:23]([C:43](=[O:45])[NH:52][S:49]([CH:47]([CH3:48])[CH3:46])(=[O:51])=[O:50])=[CH:24][C:25]=3[N:26]3[CH2:32][C:31]([C:33]([O:35][CH3:36])=[O:34])=[CH:30][C:29]4[CH:37]=[C:38]([O:41][CH3:42])[CH:39]=[CH:40][C:28]=4[C:27]=23)[CH2:14][CH2:15][CH2:16][CH2:17][CH2:18]1. The yield is 0.850. (9) The reactants are Cl.[CH:2]([NH2:5])([CH3:4])[CH3:3].[Cl:6][C:7]1[CH:8]=[C:9]([CH:13]=[CH:14][C:15]=1[F:16])[C:10](O)=[O:11]. No catalyst specified. The product is [Cl:6][C:7]1[CH:8]=[C:9]([CH:13]=[CH:14][C:15]=1[F:16])[C:10]([NH:5][CH:2]([CH3:4])[CH3:3])=[O:11]. The yield is 0.810.